From a dataset of Full USPTO retrosynthesis dataset with 1.9M reactions from patents (1976-2016). Predict the reactants needed to synthesize the given product. (1) Given the product [CH3:29][N:30]([CH3:34])[C:31]([N:16]1[CH2:17][CH2:18][N:13]([C:11]([C:7]2[NH:8][C:9]3[C:5]([CH:6]=2)=[CH:4][C:3]([O:19][CH:20]2[CH2:21][CH2:22][N:23]([CH:26]([CH3:28])[CH3:27])[CH2:24][CH2:25]2)=[C:2]([Cl:1])[CH:10]=3)=[O:12])[CH2:14][CH2:15]1)=[O:32], predict the reactants needed to synthesize it. The reactants are: [Cl:1][C:2]1[CH:10]=[C:9]2[C:5]([CH:6]=[C:7]([C:11]([N:13]3[CH2:18][CH2:17][NH:16][CH2:15][CH2:14]3)=[O:12])[NH:8]2)=[CH:4][C:3]=1[O:19][CH:20]1[CH2:25][CH2:24][N:23]([CH:26]([CH3:28])[CH3:27])[CH2:22][CH2:21]1.[CH3:29][N:30]([CH3:34])[C:31](Cl)=[O:32]. (2) The reactants are: [Br:1][C:2]1[CH:7]=[CH:6][C:5]([OH:8])=[CH:4][C:3]=1[F:9].O1CCC[CH2:11]1.[OH-].[K+].CI. Given the product [Br:1][C:2]1[CH:7]=[CH:6][C:5]([O:8][CH3:11])=[CH:4][C:3]=1[F:9], predict the reactants needed to synthesize it. (3) The reactants are: [C:1]([CH:4]1[CH2:9][N:8]([C:10]2[C:19]3[C:14](=[CH:15][C:16]([Cl:27])=[C:17]([C:20]4[CH:25]=[CH:24][C:23]([Cl:26])=[CH:22][CH:21]=4)[CH:18]=3)[N:13]=[C:12]([CH3:28])[N:11]=2)[CH2:7][CH2:6][N:5]1[C:29]([O:31][C:32]([CH3:35])([CH3:34])[CH3:33])=[O:30])(=O)[NH2:2].CCN(CC)CC.C(OC(C(F)(F)F)=O)(C(F)(F)F)=O. Given the product [Cl:27][C:16]1[CH:15]=[C:14]2[C:19]([C:10]([N:8]3[CH2:7][CH2:6][N:5]([C:29]([O:31][C:32]([CH3:35])([CH3:33])[CH3:34])=[O:30])[CH:4]([C:1]#[N:2])[CH2:9]3)=[N:11][C:12]([CH3:28])=[N:13]2)=[CH:18][C:17]=1[C:20]1[CH:25]=[CH:24][C:23]([Cl:26])=[CH:22][CH:21]=1, predict the reactants needed to synthesize it. (4) Given the product [C:20]([O:24][C:25](=[O:34])[NH:26][C@H:27]([C@@H:29]1[CH2:33][CH2:32][N:31]([C:9]2[C:8]3=[C:15]4[C:12]([C:13](=[O:14])[N:2]([NH2:1])[C:3](=[O:19])[N:4]4[CH:5]([CH3:18])[CH2:6][O:7]3)=[CH:11][C:10]=2[F:16])[CH2:30]1)[CH3:28])([CH3:21])([CH3:22])[CH3:23], predict the reactants needed to synthesize it. The reactants are: [NH2:1][N:2]1[C:13](=[O:14])[C:12]2[C:15]3[N:4]([CH:5]([CH3:18])[CH2:6][O:7][C:8]=3[C:9](F)=[C:10]([F:16])[CH:11]=2)[C:3]1=[O:19].[C:20]([O:24][C:25](=[O:34])[NH:26][C@@H:27]([C@H:29]1[CH2:33][CH2:32][NH:31][CH2:30]1)[CH3:28])([CH3:23])([CH3:22])[CH3:21].C(N(CC)CC)C. (5) Given the product [ClH:1].[Si:2]([O:19][C@H:20]([C:34]1[S:35][CH:36]=[CH:37][N:38]=1)[C@H:21]1[CH2:26][CH2:25][CH2:24][NH2+:23][CH2:22]1)([C:15]([CH3:18])([CH3:17])[CH3:16])([C:9]1[CH:10]=[CH:11][CH:12]=[CH:13][CH:14]=1)[C:3]1[CH:8]=[CH:7][CH:6]=[CH:5][CH:4]=1, predict the reactants needed to synthesize it. The reactants are: [ClH:1].[Si:2]([O:19][C@H:20]([C:34]1[S:35][CH:36]=[CH:37][N:38]=1)[C@H:21]1[CH2:26][CH2:25][CH2:24][N:23](C(OC(C)(C)C)=O)[CH2:22]1)([C:15]([CH3:18])([CH3:17])[CH3:16])([C:9]1[CH:14]=[CH:13][CH:12]=[CH:11][CH:10]=1)[C:3]1[CH:8]=[CH:7][CH:6]=[CH:5][CH:4]=1.